This data is from Aqueous solubility values for 9,982 compounds from the AqSolDB database. The task is: Regression/Classification. Given a drug SMILES string, predict its absorption, distribution, metabolism, or excretion properties. Task type varies by dataset: regression for continuous measurements (e.g., permeability, clearance, half-life) or binary classification for categorical outcomes (e.g., BBB penetration, CYP inhibition). For this dataset (solubility_aqsoldb), we predict Y. (1) The drug is CCC1(C)OOC(C)(CC)OOC(C)(CC)OO1. The Y is -4.30 log mol/L. (2) The molecule is CCCSS(=O)CCC. The Y is -0.920 log mol/L. (3) The molecule is COc1cc([N+](=O)[O-])ccc1N. The Y is -3.20 log mol/L. (4) The compound is NNP(=O)(Oc1ccccc1)Oc1ccccc1. The Y is -2.24 log mol/L. (5) The molecule is CCC(C)C1NC(=O)C(Cc2c[nH]c3ccccc23)NC(=O)C2CCCN2C(=O)C(Cc2c[nH]cn2)NC(=O)C2CCCCN2C(=O)C2CCC=NN2C1=O. The Y is -2.60 log mol/L.